Dataset: Reaction yield outcomes from USPTO patents with 853,638 reactions. Task: Predict the reaction yield, written as a fraction of the theoretical maximum amount of product (1.0 means a 100% yield; for example, 0.34 means a 34% yield). (1) The reactants are [CH3:1][N:2]([CH3:16])[S:3]([CH2:6][CH2:7][C:8]1[CH:13]=[CH:12][C:11]([NH2:14])=[C:10](Br)[CH:9]=1)(=[O:5])=[O:4].CCO.[C:20]1(B(O)O)[CH2:25][CH2:24][CH2:23][CH2:22][CH:21]=1.C([O-])([O-])=O.[Na+].[Na+]. The catalyst is C1(C)C=CC=CC=1.CCOC(C)=O.C1C=CC([P]([Pd]([P](C2C=CC=CC=2)(C2C=CC=CC=2)C2C=CC=CC=2)([P](C2C=CC=CC=2)(C2C=CC=CC=2)C2C=CC=CC=2)[P](C2C=CC=CC=2)(C2C=CC=CC=2)C2C=CC=CC=2)(C2C=CC=CC=2)C2C=CC=CC=2)=CC=1. The product is [CH3:1][N:2]([CH3:16])[S:3]([CH2:6][CH2:7][C:8]1[CH:13]=[CH:12][C:11]([NH2:14])=[C:10]([C:20]2[CH2:25][CH2:24][CH2:23][CH2:22][CH:21]=2)[CH:9]=1)(=[O:5])=[O:4]. The yield is 0.760. (2) The reactants are [CH3:1][NH:2][S:3]([C:6]1[CH:11]=[CH:10][CH:9]=[CH:8][C:7]=1[N+:12]([O-])=O)(=[O:5])=[O:4]. The catalyst is CO.[Pd]. The product is [NH2:12][C:7]1[CH:8]=[CH:9][CH:10]=[CH:11][C:6]=1[S:3]([NH:2][CH3:1])(=[O:5])=[O:4]. The yield is 0.980. (3) The reactants are [O:1]=[C:2]1[C:7]([CH2:8][C:9]2[CH:14]=[CH:13][C:12]([C:15]3[C:16]([C:21]#[N:22])=[CH:17][CH:18]=[CH:19][CH:20]=3)=[CH:11][CH:10]=2)=[C:6]([CH2:23][CH2:24][CH3:25])[N:5]2[N:26]=[CH:27][N:28]=[C:4]2[N:3]1[CH:29]1[CH2:42][CH2:41][C:32]2([O:36][C:35]([CH3:38])([CH3:37])[C:34]([CH3:40])([CH3:39])[O:33]2)[CH2:31][CH2:30]1.C([Sn](=O)CCCC)CCC.[N:53]([Si](C)(C)C)=[N+:54]=[N-:55].C1(C)C=CC=CC=1. The catalyst is C(OCC)(=O)C. The product is [CH2:23]([C:6]1[N:5]2[N:26]=[CH:27][N:28]=[C:4]2[N:3]([CH:29]2[CH2:42][CH2:41][C:32]3([O:36][C:35]([CH3:38])([CH3:37])[C:34]([CH3:40])([CH3:39])[O:33]3)[CH2:31][CH2:30]2)[C:2](=[O:1])[C:7]=1[CH2:8][C:9]1[CH:10]=[CH:11][C:12]([C:15]2[CH:20]=[CH:19][CH:18]=[CH:17][C:16]=2[C:21]2[NH:55][N:54]=[N:53][N:22]=2)=[CH:13][CH:14]=1)[CH2:24][CH3:25]. The yield is 0.280.